From a dataset of Forward reaction prediction with 1.9M reactions from USPTO patents (1976-2016). Predict the product of the given reaction. (1) Given the reactants [CH3:1][S:2][C:3]1[N:8]=[C:7]([C:9]2[NH:13][N:12]=[C:11]([C:14]([OH:16])=O)[CH:10]=2)[CH:6]=[CH:5][N:4]=1.[O:17]1[CH2:22][CH2:21][CH2:20][CH2:19][CH:18]1[O:23][NH2:24].CCN=C=NCCCN(C)C.Cl.C1C=CC2N(O)N=NC=2C=1.CCN(C(C)C)C(C)C.[NH4+].[Cl-].C([O-])(O)=O.[Na+], predict the reaction product. The product is: [CH3:1][S:2][C:3]1[N:8]=[C:7]([C:9]2[NH:13][N:12]=[C:11]([C:14]([NH:24][O:23][CH:18]3[CH2:19][CH2:20][CH2:21][CH2:22][O:17]3)=[O:16])[CH:10]=2)[CH:6]=[CH:5][N:4]=1. (2) Given the reactants C[Si]([N-][Si](C)(C)C)(C)C.[Li+].[CH2:11]([O:13][C:14]([CH2:16][CH2:17][CH2:18][O:19][C:20]1[CH:29]=[C:28]([O:30][CH3:31])[C:27]([CH2:32][CH:33]=[C:34]([CH3:36])[CH3:35])=[CH:26][C:21]=1[C:22]([O:24]C)=O)=[O:15])[CH3:12].[Cl-].[NH4+].C(OCC)(=O)C, predict the reaction product. The product is: [CH3:31][O:30][C:28]1[C:27]([CH2:32][CH:33]=[C:34]([CH3:36])[CH3:35])=[CH:26][C:21]2[C:22](=[O:24])[CH:16]([C:14]([O:13][CH2:11][CH3:12])=[O:15])[CH2:17][CH2:18][O:19][C:20]=2[CH:29]=1. (3) Given the reactants [NH2:1][C:2]1[CH:7]=[N:6][CH:5]=[CH:4][N:3]=1.[N+:8]([C:10]1[CH:19]=[CH:18][C:13]2[O:14][CH2:15][CH2:16][O:17][C:12]=2[CH:11]=1)#[C-:9].[F:20][C:21]1[CH:26]=[CH:25][CH:24]=[C:23]([CH:27]=O)[N:22]=1.[Cl-].[In+3].[Cl-].[Cl-], predict the reaction product. The product is: [O:14]1[CH2:15][CH2:16][O:17][C:12]2[CH:11]=[C:10]([NH:8][C:9]3[N:3]4[CH:4]=[CH:5][N:6]=[CH:7][C:2]4=[N:1][C:27]=3[C:23]3[CH:24]=[CH:25][CH:26]=[C:21]([F:20])[N:22]=3)[CH:19]=[CH:18][C:13]1=2. (4) Given the reactants Cl.[CH2:2]([O:6][C:7]1[CH:12]=[CH:11][C:10]([CH2:13][CH:14]([NH2:28])[C:15]2[NH:16][CH:17]=[C:18]([C:20]3[CH:25]=[CH:24][C:23]([Cl:26])=[CH:22][C:21]=3[Cl:27])[N:19]=2)=[CH:9][CH:8]=1)[CH2:3][CH2:4][CH3:5].[C:29]([CH:33]1[CH2:38][CH2:37][CH:36]([C:39](O)=[O:40])[CH2:35][CH2:34]1)([CH3:32])([CH3:31])[CH3:30], predict the reaction product. The product is: [CH2:2]([O:6][C:7]1[CH:12]=[CH:11][C:10]([CH2:13][C@H:14]([NH:28][C:39]([CH:36]2[CH2:37][CH2:38][CH:33]([C:29]([CH3:32])([CH3:31])[CH3:30])[CH2:34][CH2:35]2)=[O:40])[C:15]2[NH:16][CH:17]=[C:18]([C:20]3[CH:25]=[CH:24][C:23]([Cl:26])=[CH:22][C:21]=3[Cl:27])[N:19]=2)=[CH:9][CH:8]=1)[CH2:3][CH2:4][CH3:5]. (5) Given the reactants [Cl:1][C:2]1[CH:7]=[CH:6][C:5]([C:8]2[O:9][C:10]([CH3:23])=[C:11]([CH2:13][N:14]3[CH2:19][CH2:18][CH:17]([C:20]([OH:22])=O)[CH2:16][CH2:15]3)[N:12]=2)=[CH:4][CH:3]=1.[N:24]1([CH2:31][CH2:32][CH2:33][NH:34][CH3:35])[CH2:30][CH2:29][CH2:28][CH2:27][CH2:26][CH2:25]1.CCN(C(C)C)C(C)C.C(Cl)CCl, predict the reaction product. The product is: [N:24]1([CH2:31][CH2:32][CH2:33][N:34]([CH3:35])[C:20]([CH:17]2[CH2:18][CH2:19][N:14]([CH2:13][C:11]3[N:12]=[C:8]([C:5]4[CH:6]=[CH:7][C:2]([Cl:1])=[CH:3][CH:4]=4)[O:9][C:10]=3[CH3:23])[CH2:15][CH2:16]2)=[O:22])[CH2:30][CH2:29][CH2:28][CH2:27][CH2:26][CH2:25]1. (6) Given the reactants [H-].[Na+].[C:3]([CH2:5][CH2:6][CH2:7][CH2:8][CH2:9][C:10]#[N:11])#[N:4], predict the reaction product. The product is: [NH2:4][C:3]1[CH2:5][CH2:6][CH2:7][CH2:8][C:9]=1[C:10]#[N:11]. (7) Given the reactants COC[N:4]1[C:12]2[C:7](=[CH:8][C:9]([O:23][C:24]([F:27])([F:26])[F:25])=[CH:10][C:11]=2[N:13]([CH3:22])[S:14]([C:17]2[S:18][CH:19]=[CH:20][CH:21]=2)(=[O:16])=[O:15])[CH:6]=[C:5]1[C:28]([O:30]CC)=[O:29].Cl.O1CCCC1, predict the reaction product. The product is: [CH3:22][N:13]([S:14]([C:17]1[S:18][CH:19]=[CH:20][CH:21]=1)(=[O:15])=[O:16])[C:11]1[CH:10]=[C:9]([O:23][C:24]([F:26])([F:27])[F:25])[CH:8]=[C:7]2[C:12]=1[NH:4][C:5]([C:28]([OH:30])=[O:29])=[CH:6]2. (8) Given the reactants [Cl:1][C:2]1[CH:19]=[CH:18][C:5](/[CH:6]=[N:7]/[C:8]2[CH:16]=[CH:15][CH:14]=[C:13]3[C:9]=2[CH2:10][O:11][C:12]3=[O:17])=[CH:4][CH:3]=1.[CH3:20][N:21]1[CH:25]=[CH:24][N:23]=[C:22]1[CH:26]=O.[O-:28][CH2:29][CH3:30].[Na+].C(O)C, predict the reaction product. The product is: [Cl:1][C:2]1[CH:3]=[CH:4][C:5]([CH:6]2[CH:26]([C:22]3[N:21]([CH3:20])[CH:25]=[CH:24][N:23]=3)[C:29](=[O:28])[C:30]3[C:13]([C:12]([O:11][CH2:10][CH3:9])=[O:17])=[CH:14][CH:15]=[CH:16][C:8]=3[NH:7]2)=[CH:18][CH:19]=1.